Predict the product of the given reaction. From a dataset of Forward reaction prediction with 1.9M reactions from USPTO patents (1976-2016). (1) The product is: [Cl:21][C:15]1[C:14]2[C:13]3[C:8](=[CH:9][CH:10]=[CH:11][CH:12]=3)[C:7]([C:22]([F:23])([F:24])[F:25])([O:6][CH2:5][C:4]([OH:26])=[O:3])[C:19]=2[CH:18]=[C:17]([F:20])[CH:16]=1. Given the reactants C([O:3][C:4](=[O:26])[CH2:5][O:6][C:7]1([C:22]([F:25])([F:24])[F:23])[C:19]2[CH:18]=[C:17]([F:20])[CH:16]=[C:15]([Cl:21])[C:14]=2[C:13]2[C:8]1=[CH:9][CH:10]=[CH:11][CH:12]=2)C.[OH-].[Na+], predict the reaction product. (2) Given the reactants C(Cl)(=O)C(Cl)=O.CS(C)=O.[CH3:11][C:12]([C:16]1[CH:21]=[CH:20][CH:19]=[C:18]([CH3:22])[CH:17]=1)([CH3:15])[CH2:13][OH:14].C(N(CC)CC)C, predict the reaction product. The product is: [CH3:15][C:12]([C:16]1[CH:21]=[CH:20][CH:19]=[C:18]([CH3:22])[CH:17]=1)([CH3:11])[CH:13]=[O:14]. (3) The product is: [NH2:1][C:4]1[CH:17]=[CH:16][C:7]([C:8]([N:10]2[CH2:11][CH2:12][S:13][CH2:14][CH2:15]2)=[O:9])=[CH:6][CH:5]=1. Given the reactants [N+:1]([C:4]1[CH:17]=[CH:16][C:7]([C:8]([N:10]2[CH2:15][CH2:14][S:13][CH2:12][CH2:11]2)=[O:9])=[CH:6][CH:5]=1)([O-])=O.[NH4+].[Cl-], predict the reaction product. (4) Given the reactants [CH:1]1([CH2:6][C@@H:7]([C:13]([NH:15][NH:16][C:17]2[C:22]([F:23])=[C:21]([N:24]3[CH2:28][CH2:27][C@@H:26]([CH2:29][OH:30])[CH2:25]3)[N:20]=[C:19]([CH3:31])[N:18]=2)=[O:14])[CH2:8][N:9]([OH:12])[CH:10]=[O:11])[CH2:5][CH2:4][CH2:3][CH2:2]1.ClC1C([F:39])=C(Cl)N=C(CF)N=1.[CH3:43][CH2:44][N:45](C(C)C)C(C)C, predict the reaction product. The product is: [CH:1]1([CH2:6][C@@H:7]([C:13]([NH:15][NH:16][C:17]2[C:22]([F:23])=[C:21]([N:24]3[CH2:28][CH2:27][N:45]4[C@H:26]([CH2:29][O:30][CH2:43][CH2:44]4)[CH2:25]3)[N:20]=[C:19]([CH2:31][F:39])[N:18]=2)=[O:14])[CH2:8][N:9]([OH:12])[CH:10]=[O:11])[CH2:2][CH2:3][CH2:4][CH2:5]1.